This data is from Full USPTO retrosynthesis dataset with 1.9M reactions from patents (1976-2016). The task is: Predict the reactants needed to synthesize the given product. (1) Given the product [CH2:1]([C:3]1[C:4]([NH:11][CH:12]2[C:20]3[C:15](=[N:22][CH:17]=[CH:18][CH:19]=3)[CH2:14][CH2:13]2)=[N:5][C:6]([CH2:9][CH3:10])=[CH:7][N:8]=1)[CH3:2], predict the reactants needed to synthesize it. The reactants are: [CH2:1]([C:3]1[C:4]([NH:11][C@@H:12]2[C:20]3[C:15](=C[CH:17]=[CH:18][CH:19]=3)[CH2:14][C@@H:13]2O)=[N:5][C:6]([CH2:9][CH3:10])=[CH:7][N:8]=1)[CH3:2].[N:22]1C=CC=C2C(N)CCC=12. (2) Given the product [NH2:16][C:7]1[CH:6]=[C:5]([Br:4])[CH:10]=[CH:9][C:8]=1[NH:11][C@@H:12]([CH3:15])[CH2:13][OH:14], predict the reactants needed to synthesize it. The reactants are: [Cl-].[NH4+].O.[Br:4][C:5]1[CH:10]=[CH:9][C:8]([NH:11][C@@H:12]([CH3:15])[CH2:13][OH:14])=[C:7]([N+:16]([O-])=O)[CH:6]=1. (3) Given the product [CH2:1]([O:3][C:4](=[O:16])[CH2:5][CH2:6][C:7]1[CH:12]=[C:11]([F:13])[CH:10]=[CH:9][C:8]=1[O:14][CH3:15])[CH3:2], predict the reactants needed to synthesize it. The reactants are: [CH2:1]([O:3][C:4](=[O:16])[CH:5]=[CH:6][C:7]1[CH:12]=[C:11]([F:13])[CH:10]=[CH:9][C:8]=1[O:14][CH3:15])[CH3:2]. (4) The reactants are: [CH:1]1[C:9]2[C:8]3[CH:10]=[CH:11][CH:12]=[CH:13][C:7]=3[S:6][C:5]=2[CH:4]=[C:3]([S:14]([Cl:17])(=[O:16])=[O:15])[CH:2]=1.[Br:18]Br. Given the product [Br:18][C:11]1[CH:12]=[CH:13][C:7]2[S:6][C:5]3[CH:4]=[C:3]([S:14]([Cl:17])(=[O:16])=[O:15])[CH:2]=[CH:1][C:9]=3[C:8]=2[CH:10]=1, predict the reactants needed to synthesize it. (5) Given the product [C:14]1([N:13]2[C:12]3[CH:11]=[CH:10][C:6]([C:7]([OH:9])=[O:8])=[CH:5][C:4]=3[N:1]=[C:29]2[CH2:28][O:27][CH2:20][C:21]2[CH:26]=[CH:25][CH:24]=[CH:23][CH:22]=2)[CH:19]=[CH:18][CH:17]=[CH:16][CH:15]=1, predict the reactants needed to synthesize it. The reactants are: [N+:1]([C:4]1[CH:5]=[C:6]([CH:10]=[CH:11][C:12]=1[NH:13][C:14]1[CH:19]=[CH:18][CH:17]=[CH:16][CH:15]=1)[C:7]([OH:9])=[O:8])([O-])=O.[CH2:20]([O:27][CH2:28][C:29](Cl)=O)[C:21]1[CH:26]=[CH:25][CH:24]=[CH:23][CH:22]=1. (6) Given the product [O:35]1[CH2:36][CH2:37][CH:32]([CH2:31][NH:30][C:27]([CH:9]2[CH:8]([C:4]3[CH:5]=[CH:6][CH:7]=[C:2]([Cl:1])[CH:3]=3)[C:12]([C:15]3[CH:16]=[CH:17][C:18]([Cl:21])=[CH:19][CH:20]=3)([C:13]#[N:14])[CH:11]([CH2:22][C:23]([CH3:25])([CH3:26])[CH3:24])[NH:10]2)=[O:28])[CH2:33][CH2:34]1, predict the reactants needed to synthesize it. The reactants are: [Cl:1][C:2]1[CH:3]=[C:4]([CH:8]2[C:12]([C:15]3[CH:20]=[CH:19][C:18]([Cl:21])=[CH:17][CH:16]=3)([C:13]#[N:14])[CH:11]([CH2:22][C:23]([CH3:26])([CH3:25])[CH3:24])[NH:10][CH:9]2[C:27](O)=[O:28])[CH:5]=[CH:6][CH:7]=1.[NH2:30][CH2:31][CH:32]1[CH2:37][CH2:36][O:35][CH2:34][CH2:33]1.CN(C(ON1N=NC2C=CC=NC1=2)=[N+](C)C)C.F[P-](F)(F)(F)(F)F.CCN(C(C)C)C(C)C.